Task: Predict the product of the given reaction.. Dataset: Forward reaction prediction with 1.9M reactions from USPTO patents (1976-2016) Given the reactants [C:1]([NH2:5])([CH3:4])([CH3:3])[CH3:2].[CH3:6][CH2:7][CH:8]=O.[CH:10](=O)[CH2:11][CH2:12][CH3:13], predict the reaction product. The product is: [C:1]([NH:5][CH2:6][CH2:7][CH3:8])([CH3:4])([CH3:3])[CH3:2].[CH2:10]([NH:5][C:1]([CH3:4])([CH3:3])[CH3:2])[CH2:11][CH2:12][CH3:13].